This data is from Full USPTO retrosynthesis dataset with 1.9M reactions from patents (1976-2016). The task is: Predict the reactants needed to synthesize the given product. (1) Given the product [Br:1][C:2]1[CH:3]=[CH:4][C:5]([CH2:8][CH:9]([C:16]2[CH:17]=[CH:18][C:19]([O:22][CH3:23])=[CH:20][CH:21]=2)[C:10](=[O:11])[CH3:24])=[CH:6][CH:7]=1, predict the reactants needed to synthesize it. The reactants are: [Br:1][C:2]1[CH:7]=[CH:6][C:5]([CH2:8][CH:9]([C:16]2[CH:21]=[CH:20][C:19]([O:22][CH3:23])=[CH:18][CH:17]=2)[C:10](N(OC)C)=[O:11])=[CH:4][CH:3]=1.[CH3:24][Mg+].[Br-]. (2) Given the product [F:1][C:2]1[CH:3]=[C:4]2[C:9](=[CH:10][CH:11]=1)[N:8]=[C:7]([C:12]1[CH:17]=[C:16]([O:18][CH3:19])[C:15]([O:20][CH3:21])=[C:14]([O:22][CH3:23])[CH:13]=1)[N:6]=[C:5]2[C:24]([N:34]1[CH2:33][CH2:32][C:31]2[C:36](=[CH:37][CH:38]=[C:29]([F:28])[CH:30]=2)[CH2:35]1)=[O:26], predict the reactants needed to synthesize it. The reactants are: [F:1][C:2]1[CH:3]=[C:4]2[C:9](=[CH:10][CH:11]=1)[N:8]=[C:7]([C:12]1[CH:17]=[C:16]([O:18][CH3:19])[C:15]([O:20][CH3:21])=[C:14]([O:22][CH3:23])[CH:13]=1)[N:6]=[C:5]2[C:24]([OH:26])=O.Cl.[F:28][C:29]1[CH:30]=[C:31]2[C:36](=[CH:37][CH:38]=1)[CH2:35][NH:34][CH2:33][CH2:32]2. (3) Given the product [Br:25][C:26]1[S:27][C:28]2[CH:7]=[C:6]([NH:3][C:4](=[O:15])[O:42][C:38]([CH3:41])([CH3:40])[CH3:39])[CH:32]=[CH:31][C:29]=2[N:30]=1, predict the reactants needed to synthesize it. The reactants are: C([N:3]([CH2:6][CH3:7])[CH2:4]C)C.C1(P(N=[N+]=[N-])(C2C=CC=CC=2)=[O:15])C=CC=CC=1.[Br:25][C:26]1[S:27][C:28]2C=C(C(O)=O)[CH:32]=[CH:31][C:29]=2[N:30]=1.[C:38]([OH:42])([CH3:41])([CH3:40])[CH3:39]. (4) Given the product [N:1]1([CH:5]([C:19]2[CH:23]=[CH:22][S:21][CH:20]=2)[C:6]([NH:8][C:9]2[CH:10]=[C:11]3[C:15](=[CH:16][CH:17]=2)[NH:14][N:13]=[C:12]3[C:32]2[CH:33]=[CH:34][C:35]([N:38]3[CH2:39][CH2:40][CH:41]([C:44]([OH:47])([CH3:45])[CH3:46])[CH2:42][CH2:43]3)=[CH:36][CH:37]=2)=[O:7])[CH2:4][CH2:3][CH2:2]1, predict the reactants needed to synthesize it. The reactants are: [N:1]1([CH:5]([C:19]2[CH:23]=[CH:22][S:21][CH:20]=2)[C:6]([NH:8][C:9]2[CH:10]=[C:11]3[C:15](=[CH:16][CH:17]=2)[NH:14][N:13]=[C:12]3I)=[O:7])[CH2:4][CH2:3][CH2:2]1.CC1(C)C(C)(C)OB([C:32]2[CH:37]=[CH:36][C:35]([N:38]3[CH2:43][CH2:42][CH:41]([C:44]([OH:47])([CH3:46])[CH3:45])[CH2:40][CH2:39]3)=[CH:34][CH:33]=2)O1. (5) Given the product [I-:56].[OH:1][C@@H:2]([C@H:4]1[C:34](=[O:35])[N:6]2[C:7]([C:21]([O:23][CH2:24][C:25]3[CH:26]=[CH:27][C:28]([N+:31]([O-:33])=[O:32])=[CH:29][CH:30]=3)=[O:22])=[C:8]([C:11]3[S:15][C:14]4=[C:16]([S:19][CH3:20])[N:17]([CH2:37][C:38]5[N:39]=[CH:40][N:41]([C:43]([O:45][CH2:46][C:47]6[CH:52]=[CH:51][C:50]([N+:53]([O-:55])=[O:54])=[CH:49][CH:48]=6)=[O:44])[CH:42]=5)[CH:18]=[N+:13]4[CH:12]=3)[C@H:9]([CH3:10])[C@H:5]12)[CH3:3], predict the reactants needed to synthesize it. The reactants are: [OH:1][C@@H:2]([C@H:4]1[C:34](=[O:35])[N:6]2[C:7]([C:21]([O:23][CH2:24][C:25]3[CH:30]=[CH:29][C:28]([N+:31]([O-:33])=[O:32])=[CH:27][CH:26]=3)=[O:22])=[C:8]([C:11]3[S:15][C:14]4=[C:16]([S:19][CH3:20])[N:17]=[CH:18][N:13]4[CH:12]=3)[C@H:9]([CH3:10])[C@H:5]12)[CH3:3].Cl[CH2:37][C:38]1[N:39]=[CH:40][N:41]([C:43]([O:45][CH2:46][C:47]2[CH:52]=[CH:51][C:50]([N+:53]([O-:55])=[O:54])=[CH:49][CH:48]=2)=[O:44])[CH:42]=1.[I-:56].[Na+].